This data is from Forward reaction prediction with 1.9M reactions from USPTO patents (1976-2016). The task is: Predict the product of the given reaction. (1) Given the reactants [Cl:1][C:2]1[N:6]([C:7]2[CH:12]=[CH:11][CH:10]=[CH:9][CH:8]=2)[N:5]=[CH:4][C:3]=1[C:13]([OH:15])=O.[CH:16](N(C(C)C)CC)([CH3:18])[CH3:17].Cl.CN(C)[CH2:28][CH2:29][CH2:30][N:31]=C=NCC.O1[CH2:41][CH2:40][CH2:39][CH2:38]1, predict the reaction product. The product is: [CH:29]12[CH2:28][CH:40]3[CH2:41][CH:16]([CH2:18][CH:38]([CH2:39]3)[CH:30]1[NH:31][C:13]([C:3]1[CH:4]=[N:5][N:6]([C:7]3[CH:8]=[CH:9][CH:10]=[CH:11][CH:12]=3)[C:2]=1[Cl:1])=[O:15])[CH2:17]2. (2) Given the reactants I[C:2]1[C:7]([CH3:8])=[CH:6][N:5]=[C:4]([NH:9][C:10]([CH:12]2[CH2:14][CH2:13]2)=[O:11])[CH:3]=1.[CH3:15][Sn:16]([CH3:22])([CH3:21])[Sn:16]([CH3:22])([CH3:21])[CH3:15], predict the reaction product. The product is: [CH3:8][C:7]1[C:2]([Sn:16]([CH3:22])([CH3:21])[CH3:15])=[CH:3][C:4]([NH:9][C:10]([CH:12]2[CH2:14][CH2:13]2)=[O:11])=[N:5][CH:6]=1. (3) Given the reactants [N+:1]([C:4]1[CH:9]=[CH:8][C:7]([N:10]2[CH2:15][CH2:14][N:13]([S:16]([CH3:19])(=[O:18])=[O:17])[CH2:12][CH2:11]2)=[CH:6][CH:5]=1)([O-])=O.N, predict the reaction product. The product is: [CH3:19][S:16]([N:13]1[CH2:12][CH2:11][N:10]([C:7]2[CH:8]=[CH:9][C:4]([NH2:1])=[CH:5][CH:6]=2)[CH2:15][CH2:14]1)(=[O:17])=[O:18].